The task is: Predict which catalyst facilitates the given reaction.. This data is from Catalyst prediction with 721,799 reactions and 888 catalyst types from USPTO. (1) Reactant: [CH3:1][C:2]1[CH:7]=[CH:6][C:5]([NH:8][C:9](=[O:21])[C:10]2[CH:15]=[CH:14][N:13]=[C:12]([N:16]3[CH2:20][CH2:19][CH2:18][CH2:17]3)[CH:11]=2)=[CH:4][C:3]=1[C:22]1[CH:27]=[CH:26][C:25]([C:28]([OH:30])=O)=[CH:24][CH:23]=1.CN(C(ON1N=NC2C=CC=NC1=2)=[N+](C)C)C.F[P-](F)(F)(F)(F)F.C1C=CC2N(O)N=NC=2C=1.CCN(C(C)C)C(C)C.[CH3:74][O:75][C:76]1[CH:77]=[C:78]([CH:81]=[CH:82][CH:83]=1)[CH2:79][NH2:80]. Product: [CH3:74][O:75][C:76]1[CH:77]=[C:78]([CH:81]=[CH:82][CH:83]=1)[CH2:79][NH:80][C:28]([C:25]1[CH:24]=[CH:23][C:22]([C:3]2[C:2]([CH3:1])=[CH:7][CH:6]=[C:5]([NH:8][C:9](=[O:21])[C:10]3[CH:15]=[CH:14][N:13]=[C:12]([N:16]4[CH2:17][CH2:18][CH2:19][CH2:20]4)[CH:11]=3)[CH:4]=2)=[CH:27][CH:26]=1)=[O:30]. The catalyst class is: 3. (2) Reactant: [CH2:1]([O:8][C:9]([N:11]1[CH2:15][CH2:14][CH:13]([C:16](=[O:18])[CH3:17])[CH2:12]1)=[O:10])[C:2]1[CH:7]=[CH:6][CH:5]=[CH:4][CH:3]=1.[BH4-].[Na+]. Product: [CH2:1]([O:8][C:9]([N:11]1[CH2:15][CH2:14][CH:13]([CH:16]([OH:18])[CH3:17])[CH2:12]1)=[O:10])[C:2]1[CH:7]=[CH:6][CH:5]=[CH:4][CH:3]=1. The catalyst class is: 5. (3) Reactant: [CH3:1][O:2][C:3]1[CH:4]=[C:5]2[C:10](=[CH:11][C:12]=1[O:13][CH3:14])[N:9]=[CH:8][CH:7]=[C:6]2[O:15][C:16]1[CH:21]=[CH:20][C:19]([NH:22][C:23](=O)[CH2:24][CH2:25][O:26][C:27]2[CH:32]=[CH:31][CH:30]=[CH:29][C:28]=2[CH3:33])=[CH:18][CH:17]=1.Cl.[OH-].[Na+]. Product: [CH3:1][O:2][C:3]1[CH:4]=[C:5]2[C:10](=[CH:11][C:12]=1[O:13][CH3:14])[N:9]=[CH:8][CH:7]=[C:6]2[O:15][C:16]1[CH:17]=[CH:18][C:19]([NH:22][CH2:23][CH2:24][CH2:25][O:26][C:27]2[CH:32]=[CH:31][CH:30]=[CH:29][C:28]=2[CH3:33])=[CH:20][CH:21]=1. The catalyst class is: 7. (4) Reactant: [CH2:1]([C@@:5]1([CH2:39][CH3:40])[NH:11][C@@H:10]([C:12]2[CH:17]=[CH:16][CH:15]=[CH:14][CH:13]=2)[C:9]2[CH:18]=[C:19]([O:35][CH3:36])[C:20]([CH2:22][NH:23][CH:24]([CH2:30][C:31]([O:33]C)=[O:32])[CH2:25][C:26]([O:28]C)=[O:27])=[CH:21][C:8]=2[S:7](=[O:38])(=[O:37])[CH2:6]1)[CH2:2][CH2:3][CH3:4].O.[OH-].[Li+]. Product: [CH2:1]([C@@:5]1([CH2:39][CH3:40])[NH:11][C@@H:10]([C:12]2[CH:13]=[CH:14][CH:15]=[CH:16][CH:17]=2)[C:9]2[CH:18]=[C:19]([O:35][CH3:36])[C:20]([CH2:22][NH:23][CH:24]([CH2:30][C:31]([OH:33])=[O:32])[CH2:25][C:26]([OH:28])=[O:27])=[CH:21][C:8]=2[S:7](=[O:37])(=[O:38])[CH2:6]1)[CH2:2][CH2:3][CH3:4]. The catalyst class is: 87. (5) Reactant: [CH2:1]([NH:3][NH2:4])[CH3:2].[C:5](OCC)(=[O:10])[CH2:6][C:7]([CH3:9])=O. Product: [CH2:1]([N:3]1[C:5](=[O:10])[CH2:6][C:7]([CH3:9])=[N:4]1)[CH3:2]. The catalyst class is: 14. (6) Reactant: CC(C)([O-])C.[K+].[OH:7][CH:8]1[CH2:13][CH2:12][N:11]([C:14]([O:16][C:17]([CH3:20])([CH3:19])[CH3:18])=[O:15])[CH2:10][CH2:9]1.[Cl:21][C:22]1[C:27]([CH3:28])=[C:26](Cl)[N:25]=[CH:24][N:23]=1. Product: [Cl:21][C:22]1[N:23]=[CH:24][N:25]=[C:26]([O:7][CH:8]2[CH2:9][CH2:10][N:11]([C:14]([O:16][C:17]([CH3:20])([CH3:19])[CH3:18])=[O:15])[CH2:12][CH2:13]2)[C:27]=1[CH3:28]. The catalyst class is: 1. (7) Reactant: [N:1]1([CH2:10][CH2:11][O:12][C:13]2[CH:28]=[CH:27][C:16]([CH2:17][CH:18]([C:23]([O:25]C)=[O:24])[C:19]([O:21]C)=[O:20])=[CH:15][CH:14]=2)[C:5]2=[N:6][CH:7]=[CH:8][CH:9]=[C:4]2[CH:3]=[CH:2]1.C1COCC1.O.[OH-].[Na+]. Product: [N:1]1([CH2:10][CH2:11][O:12][C:13]2[CH:28]=[CH:27][C:16]([CH2:17][CH:18]([C:23]([OH:25])=[O:24])[C:19]([OH:21])=[O:20])=[CH:15][CH:14]=2)[C:5]2=[N:6][CH:7]=[CH:8][CH:9]=[C:4]2[CH:3]=[CH:2]1. The catalyst class is: 5. (8) The catalyst class is: 26. Reactant: [NH2:1][C:2]1[CH:22]=[CH:21][C:5]([CH2:6][N:7]2[C:11]3=[N:12][C:13]([C:16]([O:18][CH3:19])=[O:17])=[CH:14][CH:15]=[C:10]3[N:9]=[C:8]2[CH3:20])=[C:4]([Cl:23])[CH:3]=1.[C:24](OC(=O)C)(=[O:26])[CH3:25].C(O)(=O)C. Product: [C:24]([NH:1][C:2]1[CH:22]=[CH:21][C:5]([CH2:6][N:7]2[C:11]3=[N:12][C:13]([C:16]([O:18][CH3:19])=[O:17])=[CH:14][CH:15]=[C:10]3[N:9]=[C:8]2[CH3:20])=[C:4]([Cl:23])[CH:3]=1)(=[O:26])[CH3:25]. (9) Reactant: Cl[C:2]1[CH:10]=[CH:9][C:5](C(O)=O)=[CH:4][C:3]=1[N+:11]([O-:13])=O.O.[NH2:15][NH2:16].Cl. Product: [OH:13][N:11]1[C:3]2[CH:4]=[CH:5][CH:9]=[CH:10][C:2]=2[N:16]=[N:15]1. The catalyst class is: 40. (10) Reactant: [NH2:1][C@@H:2]([C:6]([OH:8])=[O:7])[C@@H:3]([CH3:5])[OH:4].[C:9]([O-:12])(O)=[O:10].[Na+].[C:14]1([CH2:20][CH2:21][CH2:22][CH2:23][CH2:24]C2C(=O)N(C([O-])=O)C=CC=2)[CH:19]=[CH:18][CH:17]=[CH:16][CH:15]=1. Product: [C:14]1([CH2:20][CH2:21][CH2:22][CH2:23][CH2:24][O:12][C:9]([NH:1][C@H:2]([C@H:3]([OH:4])[CH3:5])[C:6]([OH:8])=[O:7])=[O:10])[CH:19]=[CH:18][CH:17]=[CH:16][CH:15]=1. The catalyst class is: 90.